From a dataset of Blood-brain barrier permeability classification from the B3DB database. Regression/Classification. Given a drug SMILES string, predict its absorption, distribution, metabolism, or excretion properties. Task type varies by dataset: regression for continuous measurements (e.g., permeability, clearance, half-life) or binary classification for categorical outcomes (e.g., BBB penetration, CYP inhibition). Dataset: b3db_classification. (1) The compound is N=c1nc(N2CCCCC2)ccn1O. The result is 1 (penetrates BBB). (2) The molecule is O=C(NCCN1CCOCC1)c1ccc(Cl)cc1. The result is 1 (penetrates BBB). (3) The drug is COCCN1CCC23c4c5ccc(O)c4OC2C(=O)CCC3(O)C1C5. The result is 1 (penetrates BBB). (4) The drug is Clc1cc(Br)cc(Cl)c1NC1=NCCN1. The result is 1 (penetrates BBB). (5) The compound is C[C@@H]1c2ccccc2[C@H](CCCN(C)C)c2cc(C(F)(F)F)ccc21. The result is 1 (penetrates BBB). (6) The molecule is CN(C)CCCN1c2ccccc2Sc2cccnc21. The result is 1 (penetrates BBB).